Dataset: Full USPTO retrosynthesis dataset with 1.9M reactions from patents (1976-2016). Task: Predict the reactants needed to synthesize the given product. (1) Given the product [F:18][C:2]([F:1])([F:17])[C:3]([N:5]1[CH2:11][CH2:10][C:9]2[CH:12]=[CH:13][C:14]([NH:16][S:27]([C:24]3[CH:23]=[CH:22][C:21]([C:20]([F:19])([F:31])[F:32])=[CH:26][CH:25]=3)(=[O:29])=[O:28])=[CH:15][C:8]=2[CH2:7][CH2:6]1)=[O:4], predict the reactants needed to synthesize it. The reactants are: [F:1][C:2]([F:18])([F:17])[C:3]([N:5]1[CH2:11][CH2:10][C:9]2[CH:12]=[CH:13][C:14]([NH2:16])=[CH:15][C:8]=2[CH2:7][CH2:6]1)=[O:4].[F:19][C:20]([F:32])([F:31])[C:21]1[CH:26]=[CH:25][C:24]([S:27](Cl)(=[O:29])=[O:28])=[CH:23][CH:22]=1.C(N(CC)CC)C.Cl. (2) Given the product [ClH:53].[ClH:53].[CH3:1][N:2]1[C:10]2[CH:9]=[C:8]([N:11]3[CH:16]=[CH:15][C:14]([O:17][CH2:18][C:19]4[CH:24]=[CH:23][C:22]([C:25]([F:28])([F:26])[F:27])=[CH:21][N:20]=4)=[CH:13][C:12]3=[O:29])[CH:7]=[CH:6][C:5]=2[C:4]2[CH2:30][NH:31][CH2:32][CH2:33][C:3]1=2, predict the reactants needed to synthesize it. The reactants are: [CH3:1][N:2]1[C:10]2[CH:9]=[C:8]([N:11]3[CH:16]=[CH:15][C:14]([O:17][CH2:18][C:19]4[CH:24]=[CH:23][C:22]([C:25]([F:28])([F:27])[F:26])=[CH:21][N:20]=4)=[CH:13][C:12]3=[O:29])[CH:7]=[CH:6][C:5]=2[C:4]2[CH2:30][N:31](C(OC(C)(C)C)=O)[CH2:32][CH2:33][C:3]1=2.C1(N)C(F)=C(F)C(F)=C(N)C=1F.[ClH:53].Cl. (3) Given the product [C:7]([CH2:9][C:10]1[CH:11]=[CH:12][C:13]([CH2:14][C:15]2([CH:28]=[O:29])[CH2:16][CH2:17][N:18]([C:21]([O:23][C:24]([CH3:25])([CH3:26])[CH3:27])=[O:22])[CH2:19][CH2:20]2)=[CH:30][CH:31]=1)#[N:8], predict the reactants needed to synthesize it. The reactants are: C(Cl)(=O)C(Cl)=O.[C:7]([CH2:9][C:10]1[CH:31]=[CH:30][C:13]([CH2:14][C:15]2([CH2:28][OH:29])[CH2:20][CH2:19][N:18]([C:21]([O:23][C:24]([CH3:27])([CH3:26])[CH3:25])=[O:22])[CH2:17][CH2:16]2)=[CH:12][CH:11]=1)#[N:8].C(N(CC)C(C)C)(C)C.Cl. (4) Given the product [CH:1]([C:4]1[N:5]=[C:6]([CH2:9][CH2:10][C:11]2[CH:28]=[CH:27][N:14]3[C:15](=[O:26])[C:16](/[CH:19]=[CH:20]/[C:21]([OH:23])=[O:22])=[CH:17][N:18]=[C:13]3[CH:12]=2)[S:7][CH:8]=1)([CH3:3])[CH3:2], predict the reactants needed to synthesize it. The reactants are: [CH:1]([C:4]1[N:5]=[C:6]([CH2:9][CH2:10][C:11]2[CH:28]=[CH:27][N:14]3[C:15](=[O:26])[C:16](/[CH:19]=[CH:20]/[C:21]([O:23]CC)=[O:22])=[CH:17][N:18]=[C:13]3[CH:12]=2)[S:7][CH:8]=1)([CH3:3])[CH3:2].[OH-].[Li+]. (5) Given the product [NH2:1][C:2]1[CH:12]=[CH:11][C:10]([C:22]2[N:21]([C:19]([O:18][C:14]([CH3:17])([CH3:16])[CH3:15])=[O:20])[C:29]3[C:24]([CH:23]=2)=[CH:25][CH:26]=[CH:27][CH:28]=3)=[C:4]2[C:5]([NH:7][C:8](=[O:9])[C:3]=12)=[O:6], predict the reactants needed to synthesize it. The reactants are: [NH2:1][C:2]1[CH:12]=[CH:11][C:10](Br)=[C:4]2[C:5]([NH:7][C:8](=[O:9])[C:3]=12)=[O:6].[C:14]([O:18][C:19]([N:21]1[C:29]2[C:24](=[CH:25][CH:26]=[CH:27][CH:28]=2)[CH:23]=[C:22]1B(O)O)=[O:20])([CH3:17])([CH3:16])[CH3:15].C1(C)C=CC=CC=1P(C1C=CC=CC=1C)C1C=CC=CC=1C.C(N(CC)CC)C. (6) Given the product [F:24][C:2]([F:1])([F:23])[S:3]([NH:6][CH2:7][CH2:8][CH2:9][CH2:10][CH2:11][N:12]1[CH2:13][C:14]2[N:19]3[C:20](=[CH:21][N:22]=[C:18]3[CH:17]=[CH:16][CH:15]=2)[CH2:25]1)(=[O:5])=[O:4], predict the reactants needed to synthesize it. The reactants are: [F:1][C:2]([F:24])([F:23])[S:3]([NH:6][CH2:7][CH2:8][CH2:9][CH2:10][CH2:11][NH:12][CH2:13][C:14]1[N:19]2[CH:20]=[CH:21][N:22]=[C:18]2[CH:17]=[CH:16][CH:15]=1)(=[O:5])=[O:4].[CH2:25]=O. (7) Given the product [NH2:33][C:21]1[CH:20]=[C:19]([C:11]2[S:12][C:13]([C:14]3[NH:18][N:17]=[N:16][CH:15]=3)=[C:9]([C:3]3[CH:4]=[CH:5][C:6]([Cl:8])=[CH:7][C:2]=3[Cl:1])[C:10]=2[C:26]#[N:27])[CH:24]=[CH:23][N:22]=1, predict the reactants needed to synthesize it. The reactants are: [Cl:1][C:2]1[CH:7]=[C:6]([Cl:8])[CH:5]=[CH:4][C:3]=1[C:9]1[C:10]([C:26]#[N:27])=[C:11]([C:19]2[CH:24]=[CH:23][N:22]=[C:21](F)[CH:20]=2)[S:12][C:13]=1[C:14]1[NH:18][N:17]=[N:16][CH:15]=1.COC1C=C(OC)C=CC=1C[NH2:33].CCN(C(C)C)C(C)C.C(O)CCC.C(Cl)Cl.C(O)(C(F)(F)F)=O.C(=O)(O)[O-].[Na+].